Dataset: NCI-60 drug combinations with 297,098 pairs across 59 cell lines. Task: Regression. Given two drug SMILES strings and cell line genomic features, predict the synergy score measuring deviation from expected non-interaction effect. (1) Drug 1: CS(=O)(=O)C1=CC(=C(C=C1)C(=O)NC2=CC(=C(C=C2)Cl)C3=CC=CC=N3)Cl. Drug 2: CC1=C(C=C(C=C1)NC(=O)C2=CC=C(C=C2)CN3CCN(CC3)C)NC4=NC=CC(=N4)C5=CN=CC=C5. Cell line: HCT116. Synergy scores: CSS=-0.263, Synergy_ZIP=-0.0427, Synergy_Bliss=0.0191, Synergy_Loewe=-3.24, Synergy_HSA=-2.70. (2) Drug 1: CNC(=O)C1=CC=CC=C1SC2=CC3=C(C=C2)C(=NN3)C=CC4=CC=CC=N4. Drug 2: CN(C)C1=NC(=NC(=N1)N(C)C)N(C)C. Cell line: KM12. Synergy scores: CSS=8.79, Synergy_ZIP=-10.7, Synergy_Bliss=-15.2, Synergy_Loewe=-11.9, Synergy_HSA=-11.7. (3) Drug 1: COC1=NC(=NC2=C1N=CN2C3C(C(C(O3)CO)O)O)N. Drug 2: COCCOC1=C(C=C2C(=C1)C(=NC=N2)NC3=CC=CC(=C3)C#C)OCCOC.Cl. Cell line: HS 578T. Synergy scores: CSS=-5.32, Synergy_ZIP=2.96, Synergy_Bliss=3.05, Synergy_Loewe=-4.80, Synergy_HSA=-4.52. (4) Drug 1: C(=O)(N)NO. Drug 2: CC1C(C(CC(O1)OC2CC(CC3=C2C(=C4C(=C3O)C(=O)C5=CC=CC=C5C4=O)O)(C(=O)C)O)N)O. Cell line: M14. Synergy scores: CSS=34.8, Synergy_ZIP=2.07, Synergy_Bliss=3.23, Synergy_Loewe=-51.6, Synergy_HSA=1.39. (5) Drug 1: C1CCC(C(C1)N)N.C(=O)(C(=O)[O-])[O-].[Pt+4]. Drug 2: N.N.Cl[Pt+2]Cl. Cell line: MALME-3M. Synergy scores: CSS=69.2, Synergy_ZIP=-2.46, Synergy_Bliss=-3.12, Synergy_Loewe=-0.584, Synergy_HSA=2.36. (6) Drug 1: C1CN(CCN1C(=O)CCBr)C(=O)CCBr. Drug 2: CC1C(C(CC(O1)OC2CC(CC3=C2C(=C4C(=C3O)C(=O)C5=CC=CC=C5C4=O)O)(C(=O)C)O)N)O. Cell line: 786-0. Synergy scores: CSS=33.1, Synergy_ZIP=-7.13, Synergy_Bliss=-10.4, Synergy_Loewe=-32.2, Synergy_HSA=-8.02. (7) Drug 1: CCC1(C2=C(COC1=O)C(=O)N3CC4=CC5=C(C=CC(=C5CN(C)C)O)N=C4C3=C2)O.Cl. Drug 2: C1CCC(C(C1)N)N.C(=O)(C(=O)[O-])[O-].[Pt+4]. Cell line: NCI-H226. Synergy scores: CSS=21.3, Synergy_ZIP=-6.79, Synergy_Bliss=2.10, Synergy_Loewe=-4.55, Synergy_HSA=4.69.